From a dataset of Peptide-MHC class I binding affinity with 185,985 pairs from IEDB/IMGT. Regression. Given a peptide amino acid sequence and an MHC pseudo amino acid sequence, predict their binding affinity value. This is MHC class I binding data. (1) The peptide sequence is FTHTTAFFNT. The MHC is HLA-A68:02 with pseudo-sequence HLA-A68:02. The binding affinity (normalized) is 0.359. (2) The peptide sequence is KLLPVHYYM. The MHC is HLA-A03:01 with pseudo-sequence HLA-A03:01. The binding affinity (normalized) is 0.321. (3) The peptide sequence is TVVRDFENY. The MHC is HLA-A11:01 with pseudo-sequence HLA-A11:01. The binding affinity (normalized) is 0.344. (4) The peptide sequence is LQKIPLQWF. The MHC is HLA-A02:19 with pseudo-sequence HLA-A02:19. The binding affinity (normalized) is 0.0847. (5) The peptide sequence is RRTPKKAKA. The MHC is HLA-B27:05 with pseudo-sequence HLA-B27:05. The binding affinity (normalized) is 0.556. (6) The peptide sequence is KSQAKKPEVR. The MHC is HLA-A11:01 with pseudo-sequence HLA-A11:01. The binding affinity (normalized) is 0.141. (7) The peptide sequence is HYDAPVFPI. The MHC is HLA-B15:09 with pseudo-sequence HLA-B15:09. The binding affinity (normalized) is 0.0847. (8) The peptide sequence is RTVVLTESTL. The MHC is Patr-B0101 with pseudo-sequence Patr-B0101. The binding affinity (normalized) is 0.360. (9) The peptide sequence is RVRPKKEVL. The MHC is HLA-A25:01 with pseudo-sequence HLA-A25:01. The binding affinity (normalized) is 0.0847.